This data is from Forward reaction prediction with 1.9M reactions from USPTO patents (1976-2016). The task is: Predict the product of the given reaction. (1) Given the reactants [CH:1]1([CH2:4][O:5][C:6]2[CH:11]=[CH:10][C:9]([F:12])=[CH:8][C:7]=2[C:13]2[C:14]3[NH:21][CH:20]=[C:19]([C:22](O)=[O:23])[C:15]=3[N:16]=[CH:17][N:18]=2)[CH2:3][CH2:2]1.C(OC(=O)[NH:31][C@H:32]1[CH2:37][CH2:36][C@H:35]([C:38](=[O:43])[NH:39][CH:40]2[CH2:42][CH2:41]2)[CH2:34][CH2:33]1)(C)(C)C, predict the reaction product. The product is: [CH:40]1([NH:39][C:38]([C@H:35]2[CH2:36][CH2:37][C@H:32]([NH:31][C:22]([C:19]3[C:15]4[N:16]=[CH:17][N:18]=[C:13]([C:7]5[CH:8]=[C:9]([F:12])[CH:10]=[CH:11][C:6]=5[O:5][CH2:4][CH:1]5[CH2:3][CH2:2]5)[C:14]=4[NH:21][CH:20]=3)=[O:23])[CH2:33][CH2:34]2)=[O:43])[CH2:42][CH2:41]1. (2) The product is: [NH:18]1[CH:19]=[C:15]([C:10]2[CH:11]=[CH:12][CH:13]=[CH:14][C:9]=2[OH:8])[N:16]=[N:17]1. Given the reactants C([O:8][C:9]1[CH:14]=[CH:13][CH:12]=[CH:11][C:10]=1[C:15]1[N:16]=[N:17][NH:18][CH:19]=1)C1C=CC=CC=1.CO.[H][H], predict the reaction product. (3) Given the reactants [CH3:1][CH2:2][CH3:3].[C:4]([OH:8])(=[O:7])[CH:5]=[CH2:6], predict the reaction product. The product is: [C:4]([OH:8])(=[O:7])[C:5]([CH3:1])=[CH2:6].[CH3:1][CH:2]([CH3:4])[CH3:3]. (4) Given the reactants [CH:1]1([C:4]2[NH:8][N:7]=[C:6]([NH:9][C:10]3[C:15]([N+:16]([O-])=O)=[CH:14][N:13]=[C:12]([C:19]4[CH:24]=[CH:23][C:22]([CH2:25][C:26]#[N:27])=[CH:21][CH:20]=4)[N:11]=3)[CH:5]=2)[CH2:3][CH2:2]1.[NH4+].[Cl-].CCO, predict the reaction product. The product is: [NH2:16][C:15]1[C:10]([NH:9][C:6]2[CH:5]=[C:4]([CH:1]3[CH2:3][CH2:2]3)[NH:8][N:7]=2)=[N:11][C:12]([C:19]2[CH:20]=[CH:21][C:22]([CH2:25][C:26]#[N:27])=[CH:23][CH:24]=2)=[N:13][CH:14]=1. (5) Given the reactants [O:1]=[C:2]1[CH2:6][CH2:5][CH2:4][N:3]1[CH2:7][CH2:8][O:9][N:10]1C(=O)C2C(=CC=CC=2)C1=O.CNN, predict the reaction product. The product is: [NH2:10][O:9][CH2:8][CH2:7][N:3]1[CH2:4][CH2:5][CH2:6][C:2]1=[O:1]. (6) Given the reactants [F:1][C:2]1([F:18])[CH2:7][CH2:6][N:5]([C:8]2[C:13]([N+:14]([O-])=O)=[CH:12][N:11]=[C:10]([CH3:17])[CH:9]=2)[CH2:4][CH2:3]1, predict the reaction product. The product is: [F:18][C:2]1([F:1])[CH2:3][CH2:4][N:5]([C:8]2[CH:9]=[C:10]([CH3:17])[N:11]=[CH:12][C:13]=2[NH2:14])[CH2:6][CH2:7]1. (7) Given the reactants Cl[C:2]1[N:7]2[C:8](=[O:11])[NH:9][N:10]=[C:6]2[C:5]([C:12]2[CH:17]=[CH:16][C:15]([Cl:18])=[CH:14][CH:13]=2)=[C:4]([C:19]2[CH:24]=[CH:23][C:22]([Cl:25])=[CH:21][CH:20]=2)[N:3]=1.[OH-].[NH4+:27], predict the reaction product. The product is: [NH2:27][C:2]1[N:7]2[C:8](=[O:11])[NH:9][N:10]=[C:6]2[C:5]([C:12]2[CH:17]=[CH:16][C:15]([Cl:18])=[CH:14][CH:13]=2)=[C:4]([C:19]2[CH:24]=[CH:23][C:22]([Cl:25])=[CH:21][CH:20]=2)[N:3]=1. (8) Given the reactants I[C:2]1[CH:7]=[CH:6][CH:5]=[CH:4][C:3]=1[NH:8][NH2:9].[F:10][C:11]1[CH:16]=[CH:15][CH:14]=[CH:13][C:12]=1[C:17]#[CH:18].C(N(CC)CC)C.C1C=CC=CC=1, predict the reaction product. The product is: [F:10][C:11]1[CH:16]=[CH:15][CH:14]=[CH:13][C:12]=1[CH2:17][C:18]1[C:2]2[C:3](=[CH:4][CH:5]=[CH:6][CH:7]=2)[NH:8][N:9]=1. (9) Given the reactants [Br:1][C:2]1[CH:11]=[C:10]2[C:5]([CH:6]=[CH:7][C:8](=[O:12])[NH:9]2)=[CH:4][CH:3]=1.CS(O[CH2:18][CH2:19][N:20]1[CH2:25][CH2:24][C@H:23]([NH:26][C:27]([O:29][C:30]([CH3:33])([CH3:32])[CH3:31])=[O:28])[C@H:22]([O:34][CH3:35])[CH2:21]1)(=O)=O.[H-].[Na+], predict the reaction product. The product is: [Br:1][C:2]1[CH:11]=[C:10]2[C:5]([CH:6]=[CH:7][C:8](=[O:12])[N:9]2[CH2:18][CH2:19][N:20]2[CH2:25][CH2:24][C@H:23]([NH:26][C:27](=[O:28])[O:29][C:30]([CH3:31])([CH3:33])[CH3:32])[C@H:22]([O:34][CH3:35])[CH2:21]2)=[CH:4][CH:3]=1.